The task is: Predict the product of the given reaction.. This data is from Forward reaction prediction with 1.9M reactions from USPTO patents (1976-2016). (1) Given the reactants [CH3:1][C:2]1[C:11]([N+:12]([O-:14])=[O:13])=[CH:10][C:5]([C:6]([O:8][CH3:9])=[O:7])=[CH:4][C:3]=1[N+:15]([O-:17])=[O:16].CO[CH:20](OC)[N:21]([CH3:23])[CH3:22], predict the reaction product. The product is: [CH3:20][N:21]([CH3:23])/[CH:22]=[CH:1]/[C:2]1[C:11]([N+:12]([O-:14])=[O:13])=[CH:10][C:5]([C:6]([O:8][CH3:9])=[O:7])=[CH:4][C:3]=1[N+:15]([O-:17])=[O:16]. (2) Given the reactants [CH3:1][C:2]1[CH:7]=[CH:6][CH:5]=[CH:4][C:3]=1[C:8]1[N:12]([S:13]([C:16]2[CH:17]=[N:18][CH:19]=[CH:20][CH:21]=2)(=[O:15])=[O:14])[CH:11]=[C:10]([C:22]#N)[CH:9]=1.[O:24]1CCCC1.C(O)(=O)C.[ClH:33].C(OCC)(=O)C, predict the reaction product. The product is: [ClH:33].[CH3:1][C:2]1[CH:7]=[CH:6][CH:5]=[CH:4][C:3]=1[C:8]1[N:12]([S:13]([C:16]2[CH:17]=[N:18][CH:19]=[CH:20][CH:21]=2)(=[O:15])=[O:14])[CH:11]=[C:10]([CH:22]=[O:24])[CH:9]=1.